From a dataset of Forward reaction prediction with 1.9M reactions from USPTO patents (1976-2016). Predict the product of the given reaction. (1) Given the reactants [NH2:1][C:2]1[CH:3]=[C:4]([CH:17]=[CH:18][CH:19]=1)[O:5][C:6]1[C:15]2[C:10](=[CH:11][CH:12]=[CH:13][CH:14]=2)[NH:9][C:8](=[O:16])[CH:7]=1.CO.C([BH3-])#N.[N:25]1[CH:30]=[CH:29][CH:28]=[C:27]([CH:31]=O)[CH:26]=1, predict the reaction product. The product is: [N:25]1[CH:30]=[CH:29][CH:28]=[C:27]([CH2:31][NH:1][C:2]2[CH:3]=[C:4]([CH:17]=[CH:18][CH:19]=2)[O:5][C:6]2[C:15]3[C:10](=[CH:11][CH:12]=[CH:13][CH:14]=3)[NH:9][C:8](=[O:16])[CH:7]=2)[CH:26]=1. (2) Given the reactants [CH3:1][Si:2]([CH3:29])([CH3:28])[CH2:3][CH2:4][O:5][CH2:6][N:7]1[C:11]2[N:12]=[CH:13][N:14]=[C:15]([C:16]3[CH:17]=[N:18][N:19]([C:21]4([CH2:25][C:26]#[N:27])[CH2:24][NH:23][CH2:22]4)[CH:20]=3)[C:10]=2[CH:9]=[CH:8]1.C(N(CC)C(C)C)(C)C.[CH:39]1([S:42](Cl)(=[O:44])=[O:43])[CH2:41][CH2:40]1, predict the reaction product. The product is: [CH:39]1([S:42]([N:23]2[CH2:22][C:21]([CH2:25][C:26]#[N:27])([N:19]3[CH:20]=[C:16]([C:15]4[C:10]5[CH:9]=[CH:8][N:7]([CH2:6][O:5][CH2:4][CH2:3][Si:2]([CH3:28])([CH3:1])[CH3:29])[C:11]=5[N:12]=[CH:13][N:14]=4)[CH:17]=[N:18]3)[CH2:24]2)(=[O:44])=[O:43])[CH2:41][CH2:40]1. (3) Given the reactants [F:1][C:2]1[CH:9]=[C:8]([F:10])[CH:7]=[CH:6][C:3]=1[CH:4]=O.[CH3:11][C:12]([CH3:14])=[O:13].[OH-].[Na+], predict the reaction product. The product is: [F:1][C:2]1[CH:9]=[C:8]([F:10])[CH:7]=[CH:6][C:3]=1/[CH:4]=[CH:11]/[C:12](=[O:13])[CH3:14]. (4) Given the reactants [Cl:1][C:2]1[N:7]=[C:6]2[NH:8][N:9]=[C:10]([I:11])[C:5]2=[C:4]([C:12]([F:15])([F:14])[F:13])[CH:3]=1.CI.[C:18](=O)([O-])[O-].[Cs+].[Cs+].O, predict the reaction product. The product is: [Cl:1][C:2]1[N:7]=[C:6]2[N:8]([CH3:18])[N:9]=[C:10]([I:11])[C:5]2=[C:4]([C:12]([F:15])([F:14])[F:13])[CH:3]=1. (5) Given the reactants [F:1][C:2]1[CH:7]=[CH:6][C:5]([CH:8]([C:12]2[CH:17]=[CH:16][C:15]([F:18])=[CH:14][CH:13]=2)[C:9]([OH:11])=O)=[CH:4][CH:3]=1.[CH3:19][NH:20][C@H:21]1[CH2:40][N:25]2[C:26]3[C:31]([C:32]([CH2:33][C:34]([O:36]CCC)=[O:35])=[C:24]2[CH2:23][CH2:22]1)=[CH:30][CH:29]=[CH:28][CH:27]=3, predict the reaction product. The product is: [F:18][C:15]1[CH:16]=[CH:17][C:12]([CH:8]([C:5]2[CH:4]=[CH:3][C:2]([F:1])=[CH:7][CH:6]=2)[C:9]([N:20]([CH3:19])[C@H:21]2[CH2:40][N:25]3[C:26]4[C:31]([C:32]([CH2:33][C:34]([OH:36])=[O:35])=[C:24]3[CH2:23][CH2:22]2)=[CH:30][CH:29]=[CH:28][CH:27]=4)=[O:11])=[CH:13][CH:14]=1.